Task: Regression. Given a peptide amino acid sequence and an MHC pseudo amino acid sequence, predict their binding affinity value. This is MHC class I binding data.. Dataset: Peptide-MHC class I binding affinity with 185,985 pairs from IEDB/IMGT (1) The peptide sequence is QYPLGQGSF. The MHC is HLA-A29:02 with pseudo-sequence HLA-A29:02. The binding affinity (normalized) is 0.0722. (2) The peptide sequence is MAAILAYTI. The MHC is HLA-B35:01 with pseudo-sequence HLA-B35:01. The binding affinity (normalized) is 0.311. (3) The binding affinity (normalized) is 0.0847. The MHC is HLA-A26:02 with pseudo-sequence HLA-A26:02. The peptide sequence is QVIFKCVPK. (4) The peptide sequence is THEGVVCAL. The MHC is HLA-A24:03 with pseudo-sequence HLA-A24:03. The binding affinity (normalized) is 0.0864. (5) The peptide sequence is WQPQNGQFI. The MHC is H-2-Db with pseudo-sequence H-2-Db. The binding affinity (normalized) is 0.571. (6) The peptide sequence is KELYPLTSL. The MHC is HLA-B57:01 with pseudo-sequence HLA-B57:01. The binding affinity (normalized) is 0. (7) The peptide sequence is EKLKKKSAF. The MHC is HLA-B35:01 with pseudo-sequence HLA-B35:01. The binding affinity (normalized) is 0.0847.